Dataset: Reaction yield outcomes from USPTO patents with 853,638 reactions. Task: Predict the reaction yield, written as a fraction of the theoretical maximum amount of product (1.0 means a 100% yield; for example, 0.34 means a 34% yield). (1) The reactants are [CH2:1]([O:3][CH2:4][CH2:5][OH:6])[CH3:2].[H-].[Na+].Br[CH2:10][C:11]1[N:16]=[C:15]([CH2:17][N:18]2[C:22]3[N:23]=[C:24]([NH2:33])[N:25]=[C:26]([C:27]4[O:28][C:29]([CH3:32])=[CH:30][CH:31]=4)[C:21]=3[N:20]=[N:19]2)[CH:14]=[CH:13][CH:12]=1. The catalyst is C1COCC1. The product is [CH2:1]([O:3][CH2:4][CH2:5][O:6][CH2:10][C:11]1[N:16]=[C:15]([CH2:17][N:18]2[C:22]3[N:23]=[C:24]([NH2:33])[N:25]=[C:26]([C:27]4[O:28][C:29]([CH3:32])=[CH:30][CH:31]=4)[C:21]=3[N:20]=[N:19]2)[CH:14]=[CH:13][CH:12]=1)[CH3:2]. The yield is 0.310. (2) The reactants are [CH2:1]([C@@H:5]1[NH:11][CH2:10][CH:9]([CH2:12][CH:13]([CH3:15])[CH3:14])[CH2:8][NH:7][C:6]1=[O:16])[CH:2]([CH3:4])[CH3:3].[F:17][C:18]1[CH:23]=[CH:22][C:21]([C:24]2[O:28][N:27]=[C:26]([C:29](O)=[O:30])[CH:25]=2)=[CH:20][CH:19]=1.C([C@@H]1N(C(=O)/C=C/C2C=CC=CC=2)C[C@H](CC(C)C)NC1=O)C(C)C. No catalyst specified. The product is [F:17][C:18]1[CH:19]=[CH:20][C:21]([C:24]2[O:28][N:27]=[C:26]([C:29]([N:11]3[CH2:10][CH:9]([CH2:12][CH:13]([CH3:15])[CH3:14])[CH2:8][NH:7][C:6](=[O:16])[C@@H:5]3[CH2:1][CH:2]([CH3:4])[CH3:3])=[O:30])[CH:25]=2)=[CH:22][CH:23]=1. The yield is 0.355. (3) The catalyst is C1(C)C=CC=CC=1.C(OCC)(=O)C.O. The product is [N:31]([CH:2]([CH3:1])[CH2:6][C:7]1[CH:8]=[CH:9][C:10]([C:13]2[N:17]=[CH:16][N:15]([C:18]3[CH:19]=[CH:20][C:21]([O:24][C:25]([F:26])([F:27])[F:28])=[CH:22][CH:23]=3)[N:14]=2)=[CH:11][CH:12]=1)=[C:34]=[O:37]. The reactants are [CH3:1][CH:2]([CH2:6][C:7]1[CH:12]=[CH:11][C:10]([C:13]2[N:17]=[CH:16][N:15]([C:18]3[CH:23]=[CH:22][C:21]([O:24][C:25]([F:28])([F:27])[F:26])=[CH:20][CH:19]=3)[N:14]=2)=[CH:9][CH:8]=1)C(O)=O.C([N:31]([CH2:34]C)CC)C.P(N=[N+]=[N-])(=O)(OC1C=CC=CC=1)[O:37]C1C=CC=CC=1. The yield is 0.580. (4) The reactants are [Br:1]/[CH:2]=[C:3]1\[CH2:4][CH2:5][CH2:6][C@@:7]2([CH3:15])[C@H:11]\1[CH2:10][CH:9]=[C:8]2[C:12](=[O:14])[CH3:13].B1(C)OC(C2C=CC=CC=2)(C2C=CC=CC=2)[C@@H]2N1CCC2.CSC.B.[H][H]. The catalyst is C1(C)C=CC=CC=1.O.C(OCC)C.CO. The product is [Br:1]/[CH:2]=[C:3]1\[CH2:4][CH2:5][CH2:6][C@@:7]2([CH3:15])[C@H:11]\1[CH2:10][CH:9]=[C:8]2[C@@H:12]([OH:14])[CH3:13]. The yield is 0.948. (5) The reactants are [C:1]1([C:7]2[CH:11]=[CH:10][NH:9][N:8]=2)[CH:6]=[CH:5][CH:4]=[CH:3][CH:2]=1.C1(C2C=CN([CH2:23][CH2:24][C:25]#[C:26][Si:27]([CH3:30])([CH3:29])[CH3:28])N=2)C=CC=CC=1. No catalyst specified. The product is [C:1]1([C:7]2[N:8]([CH2:23][CH2:24][C:25]#[C:26][Si:27]([CH3:30])([CH3:29])[CH3:28])[N:9]=[CH:10][CH:11]=2)[CH:2]=[CH:3][CH:4]=[CH:5][CH:6]=1. The yield is 0.810. (6) The reactants are [CH:1]1([C:7](=O)[CH2:8][N:9]2[C:14](=[O:15])[C:13]([CH2:16][C:17]3[CH:22]=[CH:21][C:20]([C:23]4[CH:28]=[CH:27][CH:26]=[CH:25][C:24]=4[C:29]4[NH:33][C:32](=[O:34])[O:31][N:30]=4)=[CH:19][CH:18]=3)=[C:12]([CH2:35][CH2:36][CH3:37])[N:11]3[N:38]=[C:39]([CH3:41])[N:40]=[C:10]23)[CH2:6][CH2:5][CH2:4][CH2:3][CH2:2]1.Cl.[NH2:44][O:45][CH3:46].N1C=CC=CC=1.Cl. The catalyst is O.C(OCC)(=O)C. The product is [CH:1]1(/[C:7](=[N:44]/[O:45][CH3:46])/[CH2:8][N:9]2[C:14](=[O:15])[C:13]([CH2:16][C:17]3[CH:18]=[CH:19][C:20]([C:23]4[CH:28]=[CH:27][CH:26]=[CH:25][C:24]=4[C:29]4[NH:33][C:32](=[O:34])[O:31][N:30]=4)=[CH:21][CH:22]=3)=[C:12]([CH2:35][CH2:36][CH3:37])[N:11]3[N:38]=[C:39]([CH3:41])[N:40]=[C:10]23)[CH2:6][CH2:5][CH2:4][CH2:3][CH2:2]1. The yield is 0.260.